Dataset: NCI-60 drug combinations with 297,098 pairs across 59 cell lines. Task: Regression. Given two drug SMILES strings and cell line genomic features, predict the synergy score measuring deviation from expected non-interaction effect. (1) Drug 1: CN(C)N=NC1=C(NC=N1)C(=O)N. Drug 2: C(CN)CNCCSP(=O)(O)O. Cell line: SK-MEL-2. Synergy scores: CSS=4.72, Synergy_ZIP=7.10, Synergy_Bliss=9.46, Synergy_Loewe=6.90, Synergy_HSA=7.82. (2) Drug 1: C1=NC2=C(N=C(N=C2N1C3C(C(C(O3)CO)O)O)F)N. Drug 2: CC1C(C(CC(O1)OC2CC(CC3=C2C(=C4C(=C3O)C(=O)C5=C(C4=O)C(=CC=C5)OC)O)(C(=O)CO)O)N)O.Cl. Cell line: HCT116. Synergy scores: CSS=42.2, Synergy_ZIP=-2.27, Synergy_Bliss=3.19, Synergy_Loewe=-14.5, Synergy_HSA=-1.34. (3) Drug 1: CN1CCC(CC1)COC2=C(C=C3C(=C2)N=CN=C3NC4=C(C=C(C=C4)Br)F)OC. Drug 2: C1CNP(=O)(OC1)N(CCCl)CCCl. Cell line: HCT-15. Synergy scores: CSS=9.16, Synergy_ZIP=-0.199, Synergy_Bliss=1.41, Synergy_Loewe=-14.3, Synergy_HSA=0.523. (4) Drug 1: C1CC(=O)NC(=O)C1N2C(=O)C3=CC=CC=C3C2=O. Drug 2: COCCOC1=C(C=C2C(=C1)C(=NC=N2)NC3=CC=CC(=C3)C#C)OCCOC.Cl. Cell line: SF-295. Synergy scores: CSS=-8.40, Synergy_ZIP=0.813, Synergy_Bliss=-4.53, Synergy_Loewe=-6.28, Synergy_HSA=-6.85. (5) Drug 1: CC12CCC(CC1=CCC3C2CCC4(C3CC=C4C5=CN=CC=C5)C)O. Drug 2: C1=CC(=C2C(=C1NCCNCCO)C(=O)C3=C(C=CC(=C3C2=O)O)O)NCCNCCO. Cell line: SK-MEL-5. Synergy scores: CSS=37.5, Synergy_ZIP=6.84, Synergy_Bliss=7.82, Synergy_Loewe=-9.11, Synergy_HSA=6.02.